Predict the reactants needed to synthesize the given product. From a dataset of Full USPTO retrosynthesis dataset with 1.9M reactions from patents (1976-2016). (1) Given the product [F:15][C:14]([F:17])([F:16])[C:11]1[N:10]=[CH:9][C:8]([C:6]2[CH:7]=[C:2]([C:18]#[N:19])[N:3]=[CH:4][N:5]=2)=[CH:13][N:12]=1, predict the reactants needed to synthesize it. The reactants are: Cl[C:2]1[CH:7]=[C:6]([C:8]2[CH:9]=[N:10][C:11]([C:14]([F:17])([F:16])[F:15])=[N:12][CH:13]=2)[N:5]=[CH:4][N:3]=1.[CH3:18][N:19](C)C=O. (2) Given the product [CH3:105][CH2:106][O:107][CH2:108][CH2:109][O:110][CH2:111][CH2:112][OH:113], predict the reactants needed to synthesize it. The reactants are: C[C@@]12[C@H]3CC[C@]4(C)C(=O)[C@H](F)C[C@H]4[C@@H]3CC=C1CCCC2.C(Cl)(OC(F)F)C(F)(F)F.CNC1(C2C=CC=CC=2Cl)C(=O)CCCC1.CC1C=CC=C(C)C=1NC1SCCCN=1.CN1[C@@H]2C[C@@H](OC(C(C3C=CC=CC=3)CO)=O)C[C@H]1CC2.C[C@@]12[C@H]3CC[C@]4(C)C(=O)[C@H](F)C[C@H]4[C@@H]3CC=C1CCCC2.[CH3:105][CH2:106][O:107][CH2:108][CH2:109][O:110][CH2:111][CH2:112][OH:113]. (3) Given the product [CH3:25][O:24][C:17]1[C:18]([O:22][CH3:23])=[CH:19][CH:20]=[CH:21][C:16]=1[N:8]1[C:9]([C:10]2[CH:11]=[CH:12][CH:13]=[CH:14][CH:15]=2)=[C:5]([C:3]([OH:4])=[O:2])[N:6]=[CH:7]1, predict the reactants needed to synthesize it. The reactants are: C[O:2][C:3]([C:5]1[N:6]=[CH:7][N:8]([C:16]2[CH:21]=[CH:20][CH:19]=[C:18]([O:22][CH3:23])[C:17]=2[O:24][CH3:25])[C:9]=1[C:10]1[CH:15]=[CH:14][CH:13]=[CH:12][CH:11]=1)=[O:4].[OH-].[Na+].O.Cl. (4) Given the product [CH2:11]([C:4]1[S:3][C:2]2[NH:1][C:17](=[O:23])[N:39]([CH2:38][CH2:37][C:33]3[S:32][CH:36]=[CH:35][CH:34]=3)[C:7](=[O:9])[C:6]=2[CH:5]=1)[CH3:12], predict the reactants needed to synthesize it. The reactants are: [NH2:1][C:2]1[S:3][C:4]([CH2:11][CH3:12])=[CH:5][C:6]=1[C:7]([O:9]C)=O.ClC(Cl)(O[C:17](=[O:23])OC(Cl)(Cl)Cl)Cl.C(N(CC)CC)C.[S:32]1[CH:36]=[CH:35][CH:34]=[C:33]1[CH2:37][CH2:38][NH2:39].